This data is from Forward reaction prediction with 1.9M reactions from USPTO patents (1976-2016). The task is: Predict the product of the given reaction. (1) Given the reactants Cl[CH2:2][C:3]1[S:4][C:5]2[C:10]([N:11]=1)=[CH:9][CH:8]=[CH:7][N:6]=2.[CH3:12][C:13]1[N:18]=[C:17]([N:19]2[CH2:24][CH2:23][NH:22][CH2:21][CH2:20]2)[CH:16]=[CH:15][CH:14]=1.CCN(C(C)C)C(C)C, predict the reaction product. The product is: [CH3:12][C:13]1[N:18]=[C:17]([N:19]2[CH2:24][CH2:23][N:22]([CH2:2][C:3]3[S:4][C:5]4[C:10]([N:11]=3)=[CH:9][CH:8]=[CH:7][N:6]=4)[CH2:21][CH2:20]2)[CH:16]=[CH:15][CH:14]=1. (2) The product is: [CH3:22][C:5]1[CH:4]=[CH:3][C:2]([NH:1][C:28](=[O:29])[C:27]2[CH:31]=[CH:32][CH:33]=[C:25]([C:24]([F:23])([F:34])[F:35])[CH:26]=2)=[CH:7][C:6]=1[NH:8][C:9]1[C:18]2[C:13](=[CH:14][C:15]([C:19]([OH:21])=[O:20])=[CH:16][CH:17]=2)[N:12]=[CH:11][N:10]=1. Given the reactants [NH2:1][C:2]1[CH:3]=[CH:4][C:5]([CH3:22])=[C:6]([NH:8][C:9]2[C:18]3[C:13](=[CH:14][C:15]([C:19]([OH:21])=[O:20])=[CH:16][CH:17]=3)[N:12]=[CH:11][N:10]=2)[CH:7]=1.[F:23][C:24]([F:35])([F:34])[C:25]1[CH:26]=[C:27]([CH:31]=[CH:32][CH:33]=1)[C:28](Cl)=[O:29], predict the reaction product. (3) Given the reactants O[C:2]1[N:3]=[N+:4]([O-:12])[C:5]2[CH:11]=[CH:10][CH:9]=[CH:8][C:6]=2[N:7]=1.CN(C)C1C=CC=CC=1.O=P(Cl)(Cl)[Cl:24], predict the reaction product. The product is: [Cl:24][C:2]1[N:3]=[N+:4]([O-:12])[C:5]2[CH:11]=[CH:10][CH:9]=[CH:8][C:6]=2[N:7]=1. (4) Given the reactants [C:1](#[N:4])[CH2:2][CH3:3].[Li+].CC([N-]C(C)C)C.[Cl:13][C:14]1[CH:15]=[C:16]2[C:20](=[CH:21][CH:22]=1)[C:19](=O)[CH:18]([CH2:24][CH2:25][N:26]([CH3:28])[CH3:27])[CH2:17]2.O, predict the reaction product. The product is: [Cl:13][C:14]1[CH:15]=[C:16]2[C:20](=[CH:21][CH:22]=1)[C:19]([CH:2]([CH3:3])[C:1]#[N:4])=[C:18]([CH2:24][CH2:25][N:26]([CH3:28])[CH3:27])[CH2:17]2. (5) The product is: [F:8][C:7]1[C:2]2[NH:1][CH2:21][C:20]3[C:11]4=[C:12]([C:13](=[O:17])[N:14]([CH3:16])[CH:15]=[C:10]4[C:3]=2[CH:4]=[C:5]([F:9])[CH:6]=1)[NH:18][CH:19]=3. Given the reactants [NH2:1][C:2]1[C:7]([F:8])=[CH:6][C:5]([F:9])=[CH:4][C:3]=1[C:10]1[C:11]2[CH:20]=[CH:19][NH:18][C:12]=2[C:13](=[O:17])[N:14]([CH3:16])[CH:15]=1.[CH2:21]=O.Cl, predict the reaction product. (6) Given the reactants CC1OCCSC=1C([NH:10][C:11]1[CH:16]=CC=CC=1)=O.[F:17][C:18]1[CH:24]=[C:23]([I:25])[CH:22]=[CH:21][C:19]=1[NH2:20].CS(O)(=O)=[O:28].[OH2:31].[Cl:32][C:33]1[CH:38]=[CH:37]C=CC=1, predict the reaction product. The product is: [Cl:32][C:33]1[N:10]=[C:11]([NH:20][C:19]2[CH:21]=[CH:22][C:23]([I:25])=[CH:24][C:18]=2[F:17])[C:16](=[O:28])[O:31][C:38]=1[CH3:37]. (7) Given the reactants Cl.[NH:2]1[CH2:7][CH2:6][C:5](=[CH:8][C:9]2[CH:10]=[C:11]([CH:23]=[CH:24][CH:25]=2)[O:12][C:13]2[CH:18]=[CH:17][C:16]([C:19]([F:22])([F:21])[F:20])=[CH:15][N:14]=2)[CH2:4][CH2:3]1.[N:26]1[CH:31]=[CH:30][CH:29]=[C:28]([NH:32][C:33](=O)[O:34]CC)[N:27]=1.NC1N=NC=CC=1.C(N(CC)CC)C, predict the reaction product. The product is: [N:26]1[CH:31]=[CH:30][CH:29]=[C:28]([NH:32][C:33]([N:2]2[CH2:7][CH2:6][C:5](=[CH:8][C:9]3[CH:25]=[CH:24][CH:23]=[C:11]([O:12][C:13]4[CH:18]=[CH:17][C:16]([C:19]([F:22])([F:20])[F:21])=[CH:15][N:14]=4)[CH:10]=3)[CH2:4][CH2:3]2)=[O:34])[N:27]=1.